From a dataset of Forward reaction prediction with 1.9M reactions from USPTO patents (1976-2016). Predict the product of the given reaction. Given the reactants Br[C:2]1[CH:3]=[C:4]2[C:11]3([N:15]=[C:14]([NH2:16])[C:13]([CH3:17])=[N:12]3)[CH2:10][CH2:9][O:8][C:5]2=[CH:6][CH:7]=1.[F:18][C:19]1[CH:20]=[C:21](B(O)O)[CH:22]=[C:23]([F:25])[CH:24]=1.C([O-])([O-])=O.[K+].[K+], predict the reaction product. The product is: [F:18][C:19]1[CH:20]=[C:21]([C:2]2[CH:3]=[C:4]3[C:11]4([N:15]=[C:14]([NH2:16])[C:13]([CH3:17])=[N:12]4)[CH2:10][CH2:9][O:8][C:5]3=[CH:6][CH:7]=2)[CH:22]=[C:23]([F:25])[CH:24]=1.